Predict the product of the given reaction. From a dataset of Forward reaction prediction with 1.9M reactions from USPTO patents (1976-2016). (1) Given the reactants [Br:1][C:2]1[CH:6]=[N:5][N:4]([CH3:7])[C:3]=1[NH:8][C:9]1[CH:14]=[CH:13][C:12](I)=[CH:11][CH:10]=1.[F:16][C:17]1[CH:18]=[C:19](B(O)O)[CH:20]=[CH:21][C:22]=1[F:23].C(=O)([O-])[O-].[Cs+].[Cs+].COCCOC, predict the reaction product. The product is: [Br:1][C:2]1[CH:6]=[N:5][N:4]([CH3:7])[C:3]=1[NH:8][C:9]1[CH:14]=[CH:13][C:12]([C:20]2[CH:19]=[CH:18][C:17]([F:16])=[C:22]([F:23])[CH:21]=2)=[CH:11][CH:10]=1. (2) The product is: [CH:51]1([CH2:50][C:49]([O:48][CH2:47][O:6][C:5](=[O:7])[C:4]2[CH:8]=[CH:9][CH:10]=[C:11]([CH2:12][CH:13]([NH:27][C:28](=[O:45])[CH2:29][CH2:30][C:31]3([CH3:44])[O:39][CH:38]4[C:33]([CH3:43])([CH:34]5[CH2:40][CH:36]([CH2:37]4)[C:35]5([CH3:42])[CH3:41])[O:32]3)[B:14]3[O:22][CH:21]4[C:16]([CH3:26])([CH:17]5[CH2:23][CH:19]([CH2:20]4)[C:18]5([CH3:25])[CH3:24])[O:15]3)[C:3]=2[O:2][CH3:1])=[O:57])[CH2:56][CH2:55][CH2:54][CH2:53][CH2:52]1. Given the reactants [CH3:1][O:2][C:3]1[C:11]([CH2:12][CH:13]([NH:27][C:28](=[O:45])[CH2:29][CH2:30][C:31]2([CH3:44])[O:39][CH:38]3[C:33]([CH3:43])([CH:34]4[CH2:40][CH:36]([CH2:37]3)[C:35]4([CH3:42])[CH3:41])[O:32]2)[B:14]2[O:22][CH:21]3[C:16]([CH3:26])([CH:17]4[CH2:23][CH:19]([CH2:20]3)[C:18]4([CH3:25])[CH3:24])[O:15]2)=[CH:10][CH:9]=[CH:8][C:4]=1[C:5]([OH:7])=[O:6].Cl[CH2:47][O:48][C:49](=[O:57])[CH2:50][CH:51]1[CH2:56][CH2:55][CH2:54][CH2:53][CH2:52]1, predict the reaction product. (3) Given the reactants [CH3:1][O:2][C:3]1[CH:19]=[C:18]([O:20][CH3:21])[CH:17]=[CH:16][C:4]=1[C:5]([CH:7]1[CH2:14][C:10]2[S:11][CH:12]=[CH:13][C:9]=2[C:8]1=O)=O.O.[NH2:23][NH2:24].C(O)(=O)C, predict the reaction product. The product is: [CH3:1][O:2][C:3]1[CH:19]=[C:18]([O:20][CH3:21])[CH:17]=[CH:16][C:4]=1[C:5]1[C:7]2[CH2:14][C:10]3[S:11][CH:12]=[CH:13][C:9]=3[C:8]=2[NH:24][N:23]=1. (4) Given the reactants [CH:1]1([NH:5][N:6]2[C:15]3[C:10](=[CH:11][CH:12]=[CH:13][CH:14]=3)[C:9]([OH:16])=[C:8]([C:17]3[NH:22][C:21]4[CH:23]=[CH:24][C:25]([NH:27][S:28](=[O:41])(=[O:40])[NH:29]C(OCC5C=CC=CC=5)=O)=[CH:26][C:20]=4[S:19](=[O:43])(=[O:42])[N:18]=3)[C:7]2=[O:44])[CH2:4][CH2:3][CH2:2]1, predict the reaction product. The product is: [CH:1]1([NH:5][N:6]2[C:15]3[C:10](=[CH:11][CH:12]=[CH:13][CH:14]=3)[C:9]([OH:16])=[C:8]([C:17]3[NH:22][C:21]4[CH:23]=[CH:24][C:25]([NH:27][S:28]([NH2:29])(=[O:40])=[O:41])=[CH:26][C:20]=4[S:19](=[O:42])(=[O:43])[N:18]=3)[C:7]2=[O:44])[CH2:2][CH2:3][CH2:4]1. (5) The product is: [OH:12][C:5]1[C:6]([CH3:11])=[CH:7][C:8]([I:10])=[CH:9][C:4]=1[C:3]([NH:15][OH:16])=[O:2]. Given the reactants C[O:2][C:3](=O)[C:4]1[CH:9]=[C:8]([I:10])[CH:7]=[C:6]([CH3:11])[C:5]=1[OH:12].Cl.[NH2:15][OH:16].[OH-].[K+].C(O)(=O)C, predict the reaction product. (6) Given the reactants Br[C:2]1[CH:7]=[CH:6][C:5]([Br:8])=[CH:4][N:3]=1.[CH3:9][CH:10]([CH3:13])[C:11]#[N:12].C[Si](C)(C)[N-][Si](C)(C)C.[Na+], predict the reaction product. The product is: [Br:8][C:5]1[CH:6]=[CH:7][C:2]([C:10]([CH3:13])([CH3:9])[C:11]#[N:12])=[N:3][CH:4]=1.